Predict the reaction yield, written as a fraction of the theoretical maximum amount of product (1.0 means a 100% yield; for example, 0.34 means a 34% yield). From a dataset of Reaction yield outcomes from USPTO patents with 853,638 reactions. (1) The reactants are Cl.[NH2:2][CH2:3][C:4]([O:6][CH2:7][CH3:8])=[O:5].C(N(CC)CC)C.[F:16][C:17]1[CH:22]=[CH:21][C:20]([CH:23]([CH2:32][C:33](=O)[CH3:34])[C:24]([C:26]2[CH:31]=[CH:30][CH:29]=[CH:28][CH:27]=2)=O)=[CH:19][CH:18]=1. The catalyst is C(O)C.C(Cl)Cl. The product is [F:16][C:17]1[CH:18]=[CH:19][C:20]([C:23]2[CH:32]=[C:33]([CH3:34])[N:2]([CH2:3][C:4]([O:6][CH2:7][CH3:8])=[O:5])[C:24]=2[C:26]2[CH:27]=[CH:28][CH:29]=[CH:30][CH:31]=2)=[CH:21][CH:22]=1. The yield is 0.429. (2) The reactants are [Se](=O)=O.[CH2:4]([O:11][C:12]1[CH:13]=[CH:14][C:15]([CH3:18])=[N:16][CH:17]=1)[C:5]1[CH:10]=[CH:9][CH:8]=[CH:7][CH:6]=1.Cl.[CH3:20][NH:21][O:22][CH3:23].Cl.CN(C)CCCN=C=NCC.[OH:36]N1C2C=CC=CC=2N=N1. The catalyst is N1C=CC=CC=1.CN(C)C=O.C(OCC)(=O)C.O.C(Cl)(Cl)Cl. The product is [CH3:23][O:22][N:21]([CH3:20])[C:18]([C:15]1[CH:14]=[CH:13][C:12]([O:11][CH2:4][C:5]2[CH:6]=[CH:7][CH:8]=[CH:9][CH:10]=2)=[CH:17][N:16]=1)=[O:36]. The yield is 0.660.